From a dataset of Forward reaction prediction with 1.9M reactions from USPTO patents (1976-2016). Predict the product of the given reaction. (1) Given the reactants Br[CH2:2][C:3]1[CH:4]=[C:5]([CH2:9][CH2:10][OH:11])[CH:6]=[CH:7][CH:8]=1.[CH3:12][C:13]1([CH3:31])[CH2:18][N:17]([C:19]([O:21][C:22]([CH3:25])([CH3:24])[CH3:23])=[O:20])[CH2:16][C:15]2([CH2:30][CH2:29][NH:28][CH2:27][CH2:26]2)[O:14]1.C(N(CC)CC)C, predict the reaction product. The product is: [OH:11][CH2:10][CH2:9][C:5]1[CH:4]=[C:3]([CH:8]=[CH:7][CH:6]=1)[CH2:2][N:28]1[CH2:29][CH2:30][C:15]2([O:14][C:13]([CH3:12])([CH3:31])[CH2:18][N:17]([C:19]([O:21][C:22]([CH3:25])([CH3:24])[CH3:23])=[O:20])[CH2:16]2)[CH2:26][CH2:27]1. (2) The product is: [CH3:1][O:2][C:3]([C:5]1[CH:6]=[C:7]2[C:11](=[CH:12][CH:13]=1)[N:10]([CH2:21][C:20]1[CH:23]=[CH:24][C:17]([N+:14]([O-:16])=[O:15])=[CH:18][CH:19]=1)[CH:9]=[CH:8]2)=[O:4]. Given the reactants [CH3:1][O:2][C:3]([C:5]1[CH:6]=[C:7]2[C:11](=[CH:12][CH:13]=1)[NH:10][CH:9]=[CH:8]2)=[O:4].[N+:14]([C:17]1[CH:24]=[CH:23][C:20]([CH2:21]Br)=[CH:19][CH:18]=1)([O-:16])=[O:15], predict the reaction product. (3) Given the reactants [C:1]([O:5][C:6]([N:8]([CH2:26][C:27]([O:29][C:30]([CH3:33])([CH3:32])[CH3:31])=[O:28])[C:9]1[CH:14]=[CH:13][CH:12]=[C:11]([CH2:15][NH:16][S:17]([C:20]2[CH:25]=[CH:24][CH:23]=[CH:22][N:21]=2)(=[O:19])=[O:18])[N:10]=1)=[O:7])([CH3:4])([CH3:3])[CH3:2].[CH2:34]([O:36][C:37]1[CH:42]=[C:41]([C:43]2[CH:48]=[CH:47][C:46]([CH2:49]O)=[CH:45][CH:44]=2)[CH:40]=[CH:39][N:38]=1)[CH3:35].C(C1C=C(C2C=CC(CO)=CC=2)C=CC=1)=CC.C(P(CCCC)CCCC)CCC.CN(C)C(N=NC(N(C)C)=O)=O, predict the reaction product. The product is: [C:1]([O:5][C:6]([N:8]([CH2:26][C:27]([O:29][C:30]([CH3:33])([CH3:32])[CH3:31])=[O:28])[C:9]1[CH:14]=[CH:13][CH:12]=[C:11]([CH:15]([CH2:49][C:46]2[CH:45]=[CH:44][C:43]([C:41]3[CH:40]=[CH:39][N:38]=[C:37]([O:36][CH2:34][CH3:35])[CH:42]=3)=[CH:48][CH:47]=2)[NH:16][S:17]([C:20]2[CH:25]=[CH:24][CH:23]=[CH:22][N:21]=2)(=[O:19])=[O:18])[N:10]=1)=[O:7])([CH3:4])([CH3:3])[CH3:2].